This data is from Reaction yield outcomes from USPTO patents with 853,638 reactions. The task is: Predict the reaction yield, written as a fraction of the theoretical maximum amount of product (1.0 means a 100% yield; for example, 0.34 means a 34% yield). (1) The reactants are [Cl:1][C:2]1[C:10]2[N:9]=[C:8]3[N:11]([C:15]4[CH:20]=[CH:19][C:18]([Cl:21])=[CH:17][C:16]=4[Cl:22])[CH2:12][CH2:13][CH2:14][N:7]3[C:6]=2[C:5]([CH:23]([CH2:27][CH3:28])[CH:24]([OH:26])[CH3:25])=[CH:4][CH:3]=1.CC(OI1(OC(C)=O)(OC(C)=O)OC(=O)C2C=CC=CC1=2)=O. The catalyst is C(#N)C.C(=O)(O)[O-].[Na+].S([O-])([O-])(=O)=S.[Na+].[Na+]. The product is [Cl:1][C:2]1[C:10]2[N:9]=[C:8]3[N:11]([C:15]4[CH:20]=[CH:19][C:18]([Cl:21])=[CH:17][C:16]=4[Cl:22])[CH2:12][CH2:13][CH2:14][N:7]3[C:6]=2[C:5]([CH:23]([CH2:27][CH3:28])[C:24](=[O:26])[CH3:25])=[CH:4][CH:3]=1. The yield is 0.880. (2) The reactants are Cl[C:2]1[N:7]=[C:6]([Cl:8])[N:5]=[C:4]([Cl:9])[N:3]=1.[Cl:10][C:11]1[CH:16]=[CH:15][CH:14]=[C:13]([Cl:17])[C:12]=1[NH2:18].C([O-])([O-])=O.[K+].[K+]. The catalyst is O1CCOCC1. The product is [Cl:10][C:11]1[CH:16]=[CH:15][CH:14]=[C:13]([Cl:17])[C:12]=1[NH:18][C:2]1[N:7]=[C:6]([Cl:8])[N:5]=[C:4]([Cl:9])[N:3]=1. The yield is 0.912. (3) The reactants are [C:1]1([C:7]2[O:8][C:9]3[C:15]([C:16]([OH:18])=O)=[CH:14][CH:13]=[CH:12][C:10]=3[N:11]=2)[CH:6]=[CH:5][CH:4]=[CH:3][CH:2]=1.Cl.Cl.[NH2:21][CH:22]1[CH2:29][CH:28]2[N:30]([CH3:31])[CH:24]([CH2:25][CH2:26][CH2:27]2)[CH2:23]1. No catalyst specified. The product is [CH3:31][N:30]1[CH:24]2[CH2:25][CH2:26][CH2:27][CH:28]1[CH2:29][CH:22]([NH:21][C:16]([C:15]1[C:9]3[O:8][C:7]([C:1]4[CH:2]=[CH:3][CH:4]=[CH:5][CH:6]=4)=[N:11][C:10]=3[CH:12]=[CH:13][CH:14]=1)=[O:18])[CH2:23]2. The yield is 0.430. (4) The product is [Cl:11][C:8]1[CH:9]=[C:10]2[C:5](=[CH:6][CH:7]=1)[N:4]([CH2:12][C:13]1[C:14]([F:19])=[N:15][CH:16]=[CH:17][CH:18]=1)[C:3](=[O:20])[CH2:2]2. The catalyst is CC(O)=O.[Zn]. The yield is 0.350. The reactants are Br[C:2]1(Br)[C:10]2[C:5](=[CH:6][CH:7]=[C:8]([Cl:11])[CH:9]=2)[N:4]([CH2:12][C:13]2[C:14]([F:19])=[N:15][CH:16]=[CH:17][CH:18]=2)[C:3]1=[O:20]. (5) The yield is 0.480. The product is [CH2:2]([C@@H:3]1[CH2:4][CH2:5][C@@H:6]([CH2:7][CH3:8])[P:11]1[C:12]1[S:16][C:15]2[CH:17]=[CH:18][CH:19]=[CH:20][C:14]=2[C:13]=1[P:21]1[C@H:6]([CH2:7][CH3:8])[CH2:5][CH2:4][C@H:3]1[CH2:2][CH3:1])[CH3:1]. The reactants are [CH3:1][CH2:2][C@H:3](O)[CH2:4][CH2:5][C@@H:6](O)[CH2:7][CH3:8].[PH2:11][C:12]1[S:16][C:15]2[CH:17]=[CH:18][CH:19]=[CH:20][C:14]=2[C:13]=1[PH2:21]. No catalyst specified. (6) The reactants are [CH3:1][C:2]1[C:16](=[O:17])[N:15]=[C:14]2[N:4]([C@@H:5]3[O:9][C@H:8]([CH2:10][OH:11])[C@@H:7]([OH:12])[C@@H:6]3[O:13]2)[CH:3]=1.[CH3:18][O:19][CH2:20][CH2:21][O:22]B([O:22][CH2:21][CH2:20][O:19][CH3:18])[O:22][CH2:21][CH2:20][O:19][CH3:18]. The catalyst is COCCO. The product is [CH3:18][O:19][CH2:20][CH2:21][O:22][C@@H:6]1[C@H:7]([OH:12])[C@@H:8]([CH2:10][OH:11])[O:9][C@H:5]1[N:4]1[CH:3]=[C:2]([CH3:1])[C:16](=[O:17])[NH:15][C:14]1=[O:13]. The yield is 0.630. (7) The reactants are [CH3:1][N:2](C)[CH2:3][CH2:4][N:5]1[C:14]2[C:9](=[CH:10][C:11]([N+:15]([O-:17])=[O:16])=[CH:12][CH:13]=2)[CH2:8][CH2:7][CH2:6]1.[C:19]1([O:25][C:26](Cl)=[O:27])[CH:24]=[CH:23][CH:22]=[CH:21][CH:20]=1. The catalyst is C(Cl)Cl. The product is [CH3:1][N:2]([CH2:3][CH2:4][N:5]1[C:14]2[C:9](=[CH:10][C:11]([N+:15]([O-:17])=[O:16])=[CH:12][CH:13]=2)[CH2:8][CH2:7][CH2:6]1)[C:26](=[O:27])[O:25][C:19]1[CH:24]=[CH:23][CH:22]=[CH:21][CH:20]=1. The yield is 0.854. (8) The reactants are [CH3:1][NH:2][CH3:3].CCN(CC)CC.[Br:11][CH:12]([CH2:16][CH2:17][CH2:18][Br:19])[C:13](Cl)=[O:14]. The catalyst is C(Cl)Cl. The product is [Br:11][CH:12]([CH2:16][CH2:17][CH2:18][Br:19])[C:13]([N:2]([CH3:3])[CH3:1])=[O:14]. The yield is 0.640. (9) The reactants are C([O:3][C:4](=O)[CH2:5][C:6](=[O:16])[C@H:7]1[CH2:12][CH2:11][C@H:10]([CH2:13][CH2:14][CH3:15])[CH2:9][CH2:8]1)C.[BH4-].[Na+]. The catalyst is C(O)C. The product is [CH2:13]([C@H:10]1[CH2:11][CH2:12][C@H:7]([CH:6]([OH:16])[CH2:5][CH2:4][OH:3])[CH2:8][CH2:9]1)[CH2:14][CH3:15]. The yield is 0.670. (10) The reactants are [CH3:1][O:2][CH2:3][CH2:4][O:5][CH2:6][O:7][C:8]1[CH:13]=[CH:12][C:11]([C@@H:14]2[CH2:16][C@H:15]2[N+:17]([O-])=O)=[CH:10][CH:9]=1.Cl.[OH-].[Na+]. The catalyst is CC(O)C.[Zn]. The product is [CH3:1][O:2][CH2:3][CH2:4][O:5][CH2:6][O:7][C:8]1[CH:9]=[CH:10][C:11]([C@@H:14]2[CH2:16][C@H:15]2[NH2:17])=[CH:12][CH:13]=1. The yield is 0.730.